From a dataset of Full USPTO retrosynthesis dataset with 1.9M reactions from patents (1976-2016). Predict the reactants needed to synthesize the given product. (1) Given the product [Br:9][C:10]1[C:11]([NH:17][CH2:18][CH2:19][CH2:20][CH2:21][OH:22])=[N:12][C:13]([NH:1][C:2]2[CH:3]=[C:4]([OH:8])[CH:5]=[CH:6][CH:7]=2)=[N:14][CH:15]=1, predict the reactants needed to synthesize it. The reactants are: [NH2:1][C:2]1[CH:3]=[C:4]([OH:8])[CH:5]=[CH:6][CH:7]=1.[Br:9][C:10]1[C:11]([NH:17][CH2:18][CH2:19][CH2:20][CH2:21][OH:22])=[N:12][C:13](Cl)=[N:14][CH:15]=1.Cl. (2) Given the product [F:48][C:42]1[CH:43]=[C:44]([I:47])[CH:45]=[CH:46][C:41]=1[NH:40][C:35]1[CH:36]=[N:37][CH:38]=[CH:39][C:34]=1[C:32]([N:29]1[CH2:30][CH2:31][CH:26]([NH:25][C:8](=[O:10])[CH2:7][C:4]2[CH:3]=[CH:2][C:1]([CH3:11])=[CH:6][CH:5]=2)[CH2:27][CH2:28]1)=[O:33], predict the reactants needed to synthesize it. The reactants are: [C:1]1([CH3:11])[CH:6]=[CH:5][C:4]([CH2:7][C:8]([OH:10])=O)=[CH:3][CH:2]=1.C1N=CN(C(N2C=NC=C2)=O)C=1.Cl.[NH2:25][CH:26]1[CH2:31][CH2:30][N:29]([C:32]([C:34]2[CH:39]=[CH:38][N:37]=[CH:36][C:35]=2[NH:40][C:41]2[CH:46]=[CH:45][C:44]([I:47])=[CH:43][C:42]=2[F:48])=[O:33])[CH2:28][CH2:27]1.O. (3) Given the product [Cl:10][C:11]1[S:15][C:14]([S:16]([NH:19][C:20]2[C:25]([O:9][CH2:3][C:4]3[O:8][CH:7]=[CH:6][CH:5]=3)=[N:24][CH:23]=[C:22]([Cl:27])[N:21]=2)(=[O:18])=[O:17])=[CH:13][CH:12]=1, predict the reactants needed to synthesize it. The reactants are: [H-].[Na+].[CH2:3]([OH:9])[C:4]1[O:8][CH:7]=[CH:6][CH:5]=1.[Cl:10][C:11]1[S:15][C:14]([S:16]([NH:19][C:20]2[C:25](Br)=[N:24][CH:23]=[C:22]([Cl:27])[N:21]=2)(=[O:18])=[O:17])=[CH:13][CH:12]=1.C(O)(=O)CC(CC(O)=O)(C(O)=O)O. (4) Given the product [OH:1][CH2:2][CH2:3][O:4][C:5]1[CH:6]=[C:7]([C:11]([C:31]2[CH:36]=[CH:35][CH:34]=[CH:33][CH:32]=2)([O:21][CH2:22][CH2:23][CH2:24][C:25]2[CH:30]=[CH:29][CH:28]=[CH:27][CH:26]=2)[C:12]2[CH:13]=[CH:14][C:15]([C:16]([N:56]3[C:52](=[O:58])[CH:53]=[CH:54][C:55]3=[O:57])=[O:17])=[CH:19][CH:20]=2)[CH:8]=[CH:9][CH:10]=1, predict the reactants needed to synthesize it. The reactants are: [OH:1][CH2:2][CH2:3][O:4][C:5]1[CH:6]=[C:7]([C:11]([C:31]2[CH:36]=[CH:35][CH:34]=[CH:33][CH:32]=2)([O:21][CH2:22][CH2:23][CH2:24][C:25]2[CH:30]=[CH:29][CH:28]=[CH:27][CH:26]=2)[C:12]2[CH:20]=[CH:19][C:15]([C:16](O)=[O:17])=[CH:14][CH:13]=2)[CH:8]=[CH:9][CH:10]=1.C1(N=C=NC2CCCCC2)CCCCC1.[C:52]1(=[O:58])[NH:56][C:55](=[O:57])[CH:54]=[CH:53]1.